The task is: Predict which catalyst facilitates the given reaction.. This data is from Catalyst prediction with 721,799 reactions and 888 catalyst types from USPTO. (1) Reactant: Cl[C:2]1[C:11]2[C:6](=[CH:7][C:8]([O:14][CH2:15][CH2:16][CH2:17][N:18]3[CH2:22][CH2:21][CH2:20][CH2:19]3)=[C:9]([O:12][CH3:13])[CH:10]=2)[N:5]=[CH:4][N:3]=1.[F:23][C:24]1[CH:32]=[C:31]2[C:27]([CH:28]=[C:29]([CH3:33])[NH:30]2)=[CH:26][C:25]=1[OH:34].C(=O)([O-])[O-].[K+].[K+]. Product: [F:23][C:24]1[CH:32]=[C:31]2[C:27]([CH:28]=[C:29]([CH3:33])[NH:30]2)=[CH:26][C:25]=1[O:34][C:2]1[C:11]2[C:6](=[CH:7][C:8]([O:14][CH2:15][CH2:16][CH2:17][N:18]3[CH2:22][CH2:21][CH2:20][CH2:19]3)=[C:9]([O:12][CH3:13])[CH:10]=2)[N:5]=[CH:4][N:3]=1. The catalyst class is: 3. (2) Reactant: [OH:1][C:2]1[C:10]2[O:9][C:8]([C:11]([C:13]3[C:14]([C:19]4[CH:24]=[CH:23][CH:22]=[CH:21][CH:20]=4)=[N:15][O:16][C:17]=3[CH3:18])=[O:12])=[CH:7][C:6]=2[CH:5]=[CH:4][CH:3]=1.Cl[CH2:26][C:27]([NH:29][CH:30]([CH3:32])[CH3:31])=[O:28].C(=O)([O-])[O-].[K+].[K+]. Product: [CH:30]([NH:29][C:27](=[O:28])[CH2:26][O:1][C:2]1[C:10]2[O:9][C:8]([C:11]([C:13]3[C:14]([C:19]4[CH:24]=[CH:23][CH:22]=[CH:21][CH:20]=4)=[N:15][O:16][C:17]=3[CH3:18])=[O:12])=[CH:7][C:6]=2[CH:5]=[CH:4][CH:3]=1)([CH3:32])[CH3:31]. The catalyst class is: 3.